From a dataset of Reaction yield outcomes from USPTO patents with 853,638 reactions. Predict the reaction yield, written as a fraction of the theoretical maximum amount of product (1.0 means a 100% yield; for example, 0.34 means a 34% yield). (1) The reactants are [H-].[Na+].Cl[CH2:4][O:5][CH3:6].O.[CH:8](=[O:16])[C:9]1[C:10](=[CH:12][CH:13]=[CH:14][CH:15]=1)[OH:11]. The catalyst is CN(C)C=O. The product is [CH3:6][O:5][CH2:4][O:11][C:10]1[CH:12]=[CH:13][CH:14]=[CH:15][C:9]=1[CH:8]=[O:16]. The yield is 0.959. (2) The reactants are [CH2:1]([C:8]1([C:21]([OH:23])=O)[CH2:13][CH2:12][N:11]([C:14]([O:16][C:17]([CH3:20])([CH3:19])[CH3:18])=[O:15])[CH2:10][CH2:9]1)[C:2]1[CH:7]=[CH:6][CH:5]=[CH:4][CH:3]=1.N1C=CC=CC=1.C(Cl)(=O)C(Cl)=O.[CH3:36][N:37]([CH3:48])[C:38](=[O:47])[O:39][C:40]1[CH:45]=[CH:44][CH:43]=[C:42]([NH2:46])[CH:41]=1. The catalyst is CN(C=O)C.C(Cl)Cl. The product is [CH2:1]([C:8]1([C:21](=[O:23])[NH:46][C:42]2[CH:43]=[CH:44][CH:45]=[C:40]([O:39][C:38](=[O:47])[N:37]([CH3:36])[CH3:48])[CH:41]=2)[CH2:9][CH2:10][N:11]([C:14]([O:16][C:17]([CH3:20])([CH3:18])[CH3:19])=[O:15])[CH2:12][CH2:13]1)[C:2]1[CH:7]=[CH:6][CH:5]=[CH:4][CH:3]=1. The yield is 0.540. (3) The reactants are [OH-].[Na+].[N+:3]([C:6]1[CH:7]=[C:8]2[CH:14]=[N:13][NH:12][C:9]2=[N:10][CH:11]=1)([O-:5])=[O:4].[Br:15]Br. The catalyst is O1CCOCC1. The product is [Br:15][C:14]1[C:8]2[C:9](=[N:10][CH:11]=[C:6]([N+:3]([O-:5])=[O:4])[CH:7]=2)[NH:12][N:13]=1. The yield is 0.880.